This data is from Catalyst prediction with 721,799 reactions and 888 catalyst types from USPTO. The task is: Predict which catalyst facilitates the given reaction. (1) Reactant: [CH3:1][N:2]1[C:6]([CH:7]2[CH2:12][CH2:11][O:10][CH2:9][CH2:8]2)=[C:5]([NH2:13])[CH:4]=[N:3]1.CCN(C(C)C)C(C)C.C1CN([P+](ON2N=NC3C=CC=CC2=3)(N2CCCC2)N2CCCC2)CC1.F[P-](F)(F)(F)(F)F.[C:56]([O:60][C:61]([NH:63][C:64]1[S:68][C:67]([C:69]2[C:74]([F:75])=[CH:73][CH:72]=[CH:71][C:70]=2[F:76])=[N:66][C:65]=1[C:77](O)=[O:78])=[O:62])([CH3:59])([CH3:58])[CH3:57]. Product: [F:76][C:70]1[CH:71]=[CH:72][CH:73]=[C:74]([F:75])[C:69]=1[C:67]1[S:68][C:64]([NH:63][C:61](=[O:62])[O:60][C:56]([CH3:58])([CH3:57])[CH3:59])=[C:65]([C:77](=[O:78])[NH:13][C:5]2[CH:4]=[N:3][N:2]([CH3:1])[C:6]=2[CH:7]2[CH2:12][CH2:11][O:10][CH2:9][CH2:8]2)[N:66]=1. The catalyst class is: 2. (2) Reactant: [CH3:1]C(C)([O-])C.[K+].[F:7][C:8]1[CH:16]=[CH:15][C:14]([O:17][CH3:18])=[CH:13][C:9]=1[C:10]([OH:12])=[O:11].C([Li])CCC.IC. Product: [F:7][C:8]1[CH:16]=[C:15]([CH3:1])[C:14]([O:17][CH3:18])=[CH:13][C:9]=1[C:10]([OH:12])=[O:11]. The catalyst class is: 1. (3) Reactant: Cl[CH2:2][CH2:3][CH2:4][S:5](Cl)(=[O:7])=[O:6].Cl.Cl.[CH2:11]([O:18][C:19]1[CH:20]=[CH:21][C:22]2[C:23]3[N:31]([CH2:32][CH2:33][CH2:34][CH2:35][NH2:36])[C:30]([CH2:37][O:38][CH2:39][CH3:40])=[N:29][C:24]=3[CH:25]=[N:26][C:27]=2[CH:28]=1)[C:12]1[CH:17]=[CH:16][CH:15]=[CH:14][CH:13]=1.C(N(CC)CC)C.[N:48]12[CH2:58][CH2:57][CH2:56][N:55]=[C:54]1[CH2:53][CH2:52][CH2:51][CH2:50][CH2:49]2. Product: [CH2:11]([O:18][C:19]1[CH:20]=[CH:21][C:22]2[C:23]3[N:31]([CH2:32][CH2:33][CH2:34][CH2:35][N:36]4[CH2:2][CH2:3][CH2:4][S:5]4(=[O:7])=[O:6])[C:30]([CH2:37][O:38][CH2:39][CH3:40])=[N:29][C:24]=3[CH:25]=[N:26][C:27]=2[CH:28]=1)[C:12]1[CH:17]=[CH:16][CH:15]=[CH:14][CH:13]=1.[N:48]12[CH2:58][CH2:57][CH2:56][N:55]=[C:54]1[CH2:53][CH2:52][CH2:51][CH2:50][CH2:49]2. The catalyst class is: 4. (4) Product: [Cl:11][C:12]1[CH:13]=[C:14]([NH:20][C:21](=[O:30])[C:22]([CH:24]2[CH2:29][CH2:28][CH2:27][CH2:26][CH2:25]2)([OH:23])[CH2:6][C:5]2[CH:8]=[CH:9][CH:10]=[C:3]([I:2])[CH:4]=2)[CH:15]=[CH:16][C:17]=1[C:18]#[N:19]. Reactant: [Br-].[I:2][C:3]1[CH:4]=[C:5]([CH:8]=[CH:9][CH:10]=1)[CH2:6][Zn+].[Cl:11][C:12]1[CH:13]=[C:14]([NH:20][C:21](=[O:30])[C:22]([CH:24]2[CH2:29][CH2:28][CH2:27][CH2:26][CH2:25]2)=[O:23])[CH:15]=[CH:16][C:17]=1[C:18]#[N:19].[Cl-].[NH4+]. The catalyst class is: 1. (5) The catalyst class is: 10. Reactant: C([Si](C(C)C)(C(C)C)[O:5][C:6]([C:9]1[CH:14]=[N:13][CH:12]=[CH:11][N:10]=1)=[CH:7][Cl:8])(C)C. Product: [Cl:8][CH2:7][C:6]([C:9]1[CH:14]=[N:13][CH:12]=[CH:11][N:10]=1)=[O:5]. (6) Reactant: [C:1]([C:4]1[CH:5]=[CH:6][C:7]([NH:10][C:11](=[O:28])[CH:12]([NH:16][C:17](=[O:27])[CH2:18][C:19]2[CH:24]=[C:23]([F:25])[CH:22]=[C:21]([F:26])[CH:20]=2)[CH2:13][CH2:14][CH3:15])=[N:8][CH:9]=1)(=O)[CH3:2].[CH3:29][CH:30]([CH3:34])[CH2:31][CH2:32][NH2:33].C(O[BH-](OC(=O)C)OC(=O)C)(=O)C.[Na+].C(O)(=O)C. Product: [CH3:29][CH:30]([CH3:34])[CH2:31][CH2:32][NH:33][CH:1]([C:4]1[CH:5]=[CH:6][C:7]([NH:10][C:11](=[O:28])[CH:12]([NH:16][C:17](=[O:27])[CH2:18][C:19]2[CH:24]=[C:23]([F:25])[CH:22]=[C:21]([F:26])[CH:20]=2)[CH2:13][CH2:14][CH3:15])=[N:8][CH:9]=1)[CH3:2]. The catalyst class is: 26. (7) Reactant: C1(P(C2C=CC=CC=2)C2C=CC=CC=2)C=CC=CC=1.[Br:20]Br.[Cl:22][C:23]1[CH:24]=[C:25]([CH:28]=[C:29]([CH2:31]O)[CH:30]=1)[C:26]#[N:27]. Product: [Br:20][CH2:31][C:29]1[CH:28]=[C:25]([CH:24]=[C:23]([Cl:22])[CH:30]=1)[C:26]#[N:27]. The catalyst class is: 10.